From a dataset of Full USPTO retrosynthesis dataset with 1.9M reactions from patents (1976-2016). Predict the reactants needed to synthesize the given product. (1) Given the product [C:43]1([C:59]2[CH:60]=[CH:61][CH:62]=[CH:63][CH:64]=2)[CH:48]=[CH:47][C:46]([C:49]([N:57]([CH3:58])[C:39](=[O:41])[CH2:38][N:34]2[C:33]3[CH:42]=[C:29]([Cl:28])[CH:30]=[CH:31][C:32]=3[O:36][C:35]2=[O:37])([CH3:56])[CH2:50][N:51]2[CH2:55][CH2:54][CH2:53][CH2:52]2)=[CH:45][CH:44]=1, predict the reactants needed to synthesize it. The reactants are: F[P-](F)(F)(F)(F)F.N1(O[P+](N(C)C)(N(C)C)N(C)C)C2C=CC=CC=2N=N1.[Cl:28][C:29]1[CH:30]=[CH:31][C:32]2[O:36][C:35](=[O:37])[N:34]([CH2:38][C:39]([OH:41])=O)[C:33]=2[CH:42]=1.[C:43]1([C:59]2[CH:64]=[CH:63][CH:62]=[CH:61][CH:60]=2)[CH:48]=[CH:47][C:46]([C:49]([NH:57][CH3:58])([CH3:56])[CH2:50][N:51]2[CH2:55][CH2:54][CH2:53][CH2:52]2)=[CH:45][CH:44]=1.CCN(CC)CC. (2) Given the product [CH2:35]([O:34][C:32]([N:31]1[CH:29]2[CH2:28][CH2:27][CH:26]1[CH2:25][CH:24]([N:1]1[CH2:2][CH2:3][C:4]3([C:15]4[C:10](=[CH:11][CH:12]=[CH:13][CH:14]=4)[CH2:9][N:8]([C:16]([O:18][C:19]([CH3:22])([CH3:21])[CH3:20])=[O:17])[CH2:7]3)[CH2:5][CH2:6]1)[CH2:30]2)=[O:33])[C:36]1[CH:37]=[CH:38][CH:39]=[CH:40][CH:41]=1, predict the reactants needed to synthesize it. The reactants are: [NH:1]1[CH2:6][CH2:5][C:4]2([C:15]3[C:10](=[CH:11][CH:12]=[CH:13][CH:14]=3)[CH2:9][N:8]([C:16]([O:18][C:19]([CH3:22])([CH3:21])[CH3:20])=[O:17])[CH2:7]2)[CH2:3][CH2:2]1.O=[C:24]1[CH2:30][CH:29]2[N:31]([C:32]([O:34][CH2:35][C:36]3[CH:41]=[CH:40][CH:39]=[CH:38][CH:37]=3)=[O:33])[CH:26]([CH2:27][CH2:28]2)[CH2:25]1.[BH4-].[Na+].ClC(OCC)=O.Cl.